From a dataset of Reaction yield outcomes from USPTO patents with 853,638 reactions. Predict the reaction yield, written as a fraction of the theoretical maximum amount of product (1.0 means a 100% yield; for example, 0.34 means a 34% yield). (1) The reactants are [F:1][C:2]1[CH:3]=[CH:4][C:5]([C:8]2[N:12]=[C:11]([C:13]3[CH:18]=[C:17]([N+:19]([O-])=O)[CH:16]=[C:15]([C:22]#[N:23])[CH:14]=3)[O:10][N:9]=2)=[N:6][CH:7]=1.O.O.[Sn](Cl)Cl.ClCCl. The catalyst is C(O)C. The product is [F:1][C:2]1[CH:3]=[CH:4][C:5]([C:8]2[N:12]=[C:11]([C:13]3[CH:14]=[C:15]([C:22]#[N:23])[CH:16]=[C:17]([NH2:19])[CH:18]=3)[O:10][N:9]=2)=[N:6][CH:7]=1. The yield is 0.230. (2) The reactants are [CH2:1]([N:8]1[C:13](=[O:14])[CH:12]=[C:11]([CH:15](O)[CH3:16])[C:10]([C:18]2[CH:23]=[CH:22][CH:21]=[CH:20][CH:19]=2)=[N:9]1)[C:2]1[CH:7]=[CH:6][CH:5]=[CH:4][CH:3]=1.[I:24][C:25]1[C:33]2[C:28](=[N:29][CH:30]=[N:31][C:32]=2[NH2:34])[NH:27][N:26]=1.C1C=CC(P(C2C=CC=CC=2)C2C=CC=CC=2)=CC=1.CC(OC(/N=N/C(OC(C)C)=O)=O)C. The catalyst is C1COCC1. The product is [NH2:34][C:32]1[N:31]=[CH:30][N:29]=[C:28]2[N:27]([CH:15]([C:11]3[C:10]([C:18]4[CH:23]=[CH:22][CH:21]=[CH:20][CH:19]=4)=[N:9][N:8]([CH2:1][C:2]4[CH:7]=[CH:6][CH:5]=[CH:4][CH:3]=4)[C:13](=[O:14])[CH:12]=3)[CH3:16])[N:26]=[C:25]([I:24])[C:33]=12. The yield is 0.810. (3) The reactants are [Br:1][C:2]1[CH:3]=[C:4]([CH:6]=[CH:7][CH:8]=1)[NH2:5].Cl[C:10](Cl)(Cl)[CH:11]([OH:13])O.Cl.[NH2:17][OH:18].S([O-])([O-])(=O)=O.[Na+].[Na+].Cl. The catalyst is O. The product is [Br:1][C:2]1[CH:3]=[C:4]([NH:5][C:11](=[O:13])[CH:10]=[N:17][OH:18])[CH:6]=[CH:7][CH:8]=1. The yield is 0.850. (4) The yield is 0.400. The product is [CH3:33][C:23]1[CH:28]=[CH:27][C:26]([S:29]([O:14][CH2:13][C:10]2[CH:11]=[CH:12][C:7]([C:2]([F:15])([F:1])[C:3]([F:5])([F:4])[F:6])=[CH:8][CH:9]=2)(=[O:31])=[O:30])=[CH:25][CH:24]=1. The reactants are [F:1][C:2]([F:15])([C:7]1[CH:12]=[CH:11][C:10]([CH2:13][OH:14])=[CH:9][CH:8]=1)[C:3]([F:6])([F:5])[F:4].C(N(CC)CC)C.[C:23]1([CH3:33])[CH:28]=[CH:27][C:26]([S:29](Cl)(=[O:31])=[O:30])=[CH:25][CH:24]=1. The catalyst is ClCCl. (5) The reactants are [F:1][C:2]([F:10])([C:6]([F:9])([F:8])[F:7])[C:3](=[S:5])[NH2:4].Cl[CH:12]([C:18](=O)[C:19]([F:22])([F:21])[F:20])[C:13]([O:15][CH2:16][CH3:17])=[O:14].FF.C(N(CC)CC)C. The catalyst is C(#N)C. The product is [F:1][C:2]([F:10])([C:3]1[S:5][C:12]([C:13]([O:15][CH2:16][CH3:17])=[O:14])=[C:18]([C:19]([F:20])([F:22])[F:21])[N:4]=1)[C:6]([F:9])([F:8])[F:7]. The yield is 0.130. (6) The reactants are Br[C:2]1[C:10]2[O:9][CH2:8][CH:7]([C:11]3[CH:16]=[CH:15][C:14]([CH:17]([CH3:19])[CH3:18])=[CH:13][CH:12]=3)[C:6]=2[C:5]([CH3:20])=[C:4]([NH:21][C:22](=[O:28])[CH2:23][C:24]([CH3:27])([CH3:26])[CH3:25])[C:3]=1[CH3:29].[C:30]([C:33]1[CH:34]=[C:35](B(O)O)[CH:36]=[CH:37][CH:38]=1)(=[O:32])[CH3:31]. No catalyst specified. The product is [C:30]([C:33]1[CH:34]=[C:35]([C:2]2[C:10]3[O:9][CH2:8][CH:7]([C:11]4[CH:16]=[CH:15][C:14]([CH:17]([CH3:18])[CH3:19])=[CH:13][CH:12]=4)[C:6]=3[C:5]([CH3:20])=[C:4]([NH:21][C:22](=[O:28])[CH2:23][C:24]([CH3:27])([CH3:26])[CH3:25])[C:3]=2[CH3:29])[CH:36]=[CH:37][CH:38]=1)(=[O:32])[CH3:31]. The yield is 0.790.